This data is from Full USPTO retrosynthesis dataset with 1.9M reactions from patents (1976-2016). The task is: Predict the reactants needed to synthesize the given product. The reactants are: Br[C:2]1[C:7]([C:8]([F:11])([F:10])[F:9])=[CH:6][C:5]([NH:12][C:13]2[N:17]=[C:16]([NH2:18])[NH:15][N:14]=2)=[CH:4][C:3]=1[Cl:19].CN1C(C)(C)CC(SC2C=CC(B3OC(C)(C)C(C)(C)O3)=CC=2)CC1(C)C.B(O)(O)[C:48]1[CH:53]=[CH:52][CH:51]=[C:50]([S:54]([N:57]([CH3:59])[CH3:58])(=[O:56])=[O:55])[CH:49]=1.C([O-])([O-])=O.[K+].[K+]. Given the product [NH2:18][C:16]1[NH:15][N:14]=[C:13]([NH:12][C:5]2[CH:6]=[C:7]([C:8]([F:11])([F:10])[F:9])[C:2]([C:52]3[CH:53]=[CH:48][CH:49]=[C:50]([S:54]([N:57]([CH3:59])[CH3:58])(=[O:55])=[O:56])[CH:51]=3)=[C:3]([Cl:19])[CH:4]=2)[N:17]=1, predict the reactants needed to synthesize it.